This data is from Forward reaction prediction with 1.9M reactions from USPTO patents (1976-2016). The task is: Predict the product of the given reaction. (1) The product is: [CH:18]1([C:15]([F:16])([F:17])[CH2:14][CH:13]2[C:12]3[C:7](=[CH:8][CH:9]=[CH:10][CH:11]=3)[C:6]3=[CH:2][N:3]=[CH:4][N:5]23)[CH2:23][CH2:22][CH2:21][CH2:20][CH2:19]1. Given the reactants Br[C:2]1[N:3]=[C:4](Br)[N:5]2[CH:13]([CH2:14][C:15]([CH:18]3[CH2:23][CH2:22][CH2:21][CH2:20][CH2:19]3)([F:17])[F:16])[C:12]3[C:7](=[CH:8][CH:9]=[CH:10][CH:11]=3)[C:6]=12, predict the reaction product. (2) Given the reactants [Br:1][C:2]1[C:7]([CH3:8])=[CH:6][N:5]=[C:4]([CH2:9][NH:10][C:11]2[C:16]([NH2:17])=[C:15]([Cl:18])[N:14]=[C:13]([NH2:19])[N:12]=2)[C:3]=1[CH3:20].Cl[C:22](Cl)([O:24]C(=O)OC(Cl)(Cl)Cl)Cl, predict the reaction product. The product is: [NH2:19][C:13]1[N:12]=[C:11]2[C:16]([NH:17][C:22](=[O:24])[N:10]2[CH2:9][C:4]2[C:3]([CH3:20])=[C:2]([Br:1])[C:7]([CH3:8])=[CH:6][N:5]=2)=[C:15]([Cl:18])[N:14]=1. (3) Given the reactants Cl[CH2:2][CH2:3][N:4]([CH:11]([CH3:13])[CH3:12])[C:5]1[CH:10]=[CH:9][CH:8]=[CH:7][CH:6]=1.C([O-])([O-])=O.[K+].[K+].[C:20]1([CH:27]=[CH:26][C:24]([OH:25])=[CH:23][CH:22]=1)[OH:21], predict the reaction product. The product is: [CH:11]([N:4]([C:5]1[CH:10]=[CH:9][CH:8]=[CH:7][CH:6]=1)[CH2:3][CH2:2][O:21][C:20]1[CH:27]=[CH:26][C:24]([OH:25])=[CH:23][CH:22]=1)([CH3:13])[CH3:12]. (4) Given the reactants [CH2:1]([O:8][C@@H:9]1[C@@H:18]([O:19][CH2:20][C:21]2[CH:26]=[CH:25][CH:24]=[CH:23][CH:22]=2)[C@H:17]([O:27][C@@H:28]2[O:57][C@H:56]([CH2:58]O)[C@@H:47]([O:48][CH2:49][C:50]3[CH:55]=[CH:54][CH:53]=[CH:52][CH:51]=3)[C@H:38]([O:39][CH2:40][C:41]3[CH:46]=[CH:45][CH:44]=[CH:43][CH:42]=3)[C@H:29]2[O:30][CH2:31][C:32]2[CH:37]=[CH:36][CH:35]=[CH:34][CH:33]=2)[C@@H:16]([CH2:60][O:61][CH2:62][C:63]2[CH:68]=[CH:67][CH:66]=[CH:65][CH:64]=2)[O:15][CH:10]1[O:11][CH2:12][CH:13]=[CH2:14])[C:2]1[CH:7]=[CH:6][CH:5]=[CH:4][CH:3]=1.C(N(S(F)(F)[F:75])CC)C.CO.C(OCC)(=O)C, predict the reaction product. The product is: [CH2:1]([O:8][C@@H:9]1[C@@H:18]([O:19][CH2:20][C:21]2[CH:26]=[CH:25][CH:24]=[CH:23][CH:22]=2)[C@H:17]([O:27][C@@H:28]2[O:57][C@H:56]([CH2:58][F:75])[C@@H:47]([O:48][CH2:49][C:50]3[CH:55]=[CH:54][CH:53]=[CH:52][CH:51]=3)[C@H:38]([O:39][CH2:40][C:41]3[CH:46]=[CH:45][CH:44]=[CH:43][CH:42]=3)[C@H:29]2[O:30][CH2:31][C:32]2[CH:37]=[CH:36][CH:35]=[CH:34][CH:33]=2)[C@@H:16]([CH2:60][O:61][CH2:62][C:63]2[CH:68]=[CH:67][CH:66]=[CH:65][CH:64]=2)[O:15][C@@H:10]1[O:11][CH2:12][CH:13]=[CH2:14])[C:2]1[CH:7]=[CH:6][CH:5]=[CH:4][CH:3]=1. (5) Given the reactants [ClH:1].ClC1C=C([NH:10][C:11]2[C:19]3[C:14](=[CH:15][N:16]=[CH:17][CH:18]=3)SC=2N)C=CC=1F.C(C1C=CN=CC=1)#N, predict the reaction product. The product is: [Cl:1][C:14]1[CH:15]=[N:16][CH:17]=[CH:18][C:19]=1[C:11]#[N:10]. (6) Given the reactants Cl.[N+:2]([C:5]1[CH:10]=[CH:9][C:8]([NH:11][CH:12]2[CH2:17][CH2:16][NH:15][CH2:14][CH2:13]2)=[CH:7][CH:6]=1)([O-:4])=[O:3].C([O-])([O-])=O.[K+].[K+].Br[CH2:25][CH2:26][F:27], predict the reaction product. The product is: [F:27][CH2:26][CH2:25][N:15]1[CH2:16][CH2:17][CH:12]([NH:11][C:8]2[CH:9]=[CH:10][C:5]([N+:2]([O-:4])=[O:3])=[CH:6][CH:7]=2)[CH2:13][CH2:14]1. (7) The product is: [C:25]([CH2:24][C@H:23]([NH:22][C:12]([C:10]1[CH:9]=[CH:8][C:7]([N:15]2[CH2:18][C:17]([F:20])([F:19])[CH2:16]2)=[C:6]([O:5][CH2:4][CH:1]2[CH2:2][CH2:3]2)[N:11]=1)=[O:14])[CH:28]([CH3:30])[CH3:29])(=[O:26])[NH2:27]. Given the reactants [CH:1]1([CH2:4][O:5][C:6]2[N:11]=[C:10]([C:12]([OH:14])=O)[CH:9]=[CH:8][C:7]=2[N:15]2[CH2:18][C:17]([F:20])([F:19])[CH2:16]2)[CH2:3][CH2:2]1.Cl.[NH2:22][C@H:23]([CH:28]([CH3:30])[CH3:29])[CH2:24][C:25]([NH2:27])=[O:26], predict the reaction product.